This data is from Full USPTO retrosynthesis dataset with 1.9M reactions from patents (1976-2016). The task is: Predict the reactants needed to synthesize the given product. (1) Given the product [CH2:47]([O:46][C:44](=[O:45])[N:37]([CH2:34][C:31]1[C:26]([Cl:25])=[N:27][CH:28]=[CH:29][CH:30]=1)[CH2:17][C:16]([C:5]1[CH:6]=[C:7]([CH2:9][C:10]2[CH:15]=[CH:14][CH:13]=[CH:12][N:11]=2)[CH:8]=[C:3]([CH2:2][OH:1])[CH:4]=1)=[O:18])[C:48]1[CH:53]=[CH:52][CH:51]=[CH:50][CH:49]=1, predict the reactants needed to synthesize it. The reactants are: [OH:1][CH2:2][C:3]1[CH:4]=[C:5]([C:16](=[O:18])[CH3:17])[CH:6]=[C:7]([CH2:9][C:10]2[CH:15]=[CH:14][CH:13]=[CH:12][N:11]=2)[CH:8]=1.[Cl-].[Al+3].[Cl-].[Cl-].BrBr.[Cl:25][C:26]1[C:31](NC)=[CH:30][CH:29]=[CH:28][N:27]=1.[CH:34]([N:37](C(C)C)CC)(C)C.Cl[C:44]([O:46][CH2:47][C:48]1[CH:53]=[CH:52][CH:51]=[CH:50][CH:49]=1)=[O:45]. (2) Given the product [C:21]1([NH:27][NH:28][NH:30][S:17]([C:15]2[CH:14]=[CH:13][C:11]3[N:12]=[C:8]([C:3]4[C:4]([CH3:7])=[N:5][NH:6][C:2]=4[NH2:1])[S:9][C:10]=3[CH:16]=2)(=[O:19])=[O:18])[CH:26]=[CH:25][CH:24]=[CH:23][CH:22]=1, predict the reactants needed to synthesize it. The reactants are: [NH2:1][C:2]1[NH:6][N:5]=[C:4]([CH3:7])[C:3]=1[C:8]1[S:9][C:10]2[CH:16]=[C:15]([S:17](Cl)(=[O:19])=[O:18])[CH:14]=[CH:13][C:11]=2[N:12]=1.[C:21]1([NH:27][NH2:28])[CH:26]=[CH:25][CH:24]=[CH:23][CH:22]=1.C[N:30]1CCOCC1. (3) The reactants are: [OH:1][C:2]1[CH:3]=[C:4]([CH:7]=[CH:8][CH:9]=1)[CH:5]=O.Br[C:11]1[CH:16]=[CH:15][C:14]([C:17]([F:20])([F:19])[F:18])=[CH:13][CH:12]=1.Cl.CN(C)CC(O)=O.C(=O)([O-])[O-].[K+].[K+].Cl.Cl.[N:37]1[CH:42]=[CH:41][CH:40]=[C:39]([NH:43][C:44]([N:46]2[CH2:51][CH2:50][NH:49][CH2:48][CH2:47]2)=[O:45])[CH:38]=1.C(O[BH-](OC(=O)C)OC(=O)C)(=O)C.[Na+].[OH-].[Na+]. Given the product [N:37]1[CH:42]=[CH:41][CH:40]=[C:39]([NH:43][C:44]([N:46]2[CH2:47][CH2:48][N:49]([CH2:5][C:4]3[CH:7]=[CH:8][CH:9]=[C:2]([O:1][C:11]4[CH:16]=[CH:15][C:14]([C:17]([F:20])([F:19])[F:18])=[CH:13][CH:12]=4)[CH:3]=3)[CH2:50][CH2:51]2)=[O:45])[CH:38]=1, predict the reactants needed to synthesize it. (4) Given the product [OH:8][C:5]1[CH:6]=[CH:7][C:2]([C:14]2[CH:15]=[CH:16][C:11]([C:9]#[N:10])=[CH:12][CH:13]=2)=[N:3][CH:4]=1, predict the reactants needed to synthesize it. The reactants are: Br[C:2]1[CH:7]=[CH:6][C:5]([OH:8])=[CH:4][N:3]=1.[C:9]([C:11]1[CH:16]=[CH:15][C:14](B(O)O)=[CH:13][CH:12]=1)#[N:10].